Task: Predict the product of the given reaction.. Dataset: Forward reaction prediction with 1.9M reactions from USPTO patents (1976-2016) (1) Given the reactants [C:1](O)(C(F)(F)F)=O.C(Cl)Cl.[F:11][C:12]1[CH:13]=[C:14]([CH:41]=[C:42]([F:44])[CH:43]=1)[CH2:15][C@H:16]([NH:33][C:34](=[O:40])OC(C)(C)C)[C@H:17]([OH:32])[CH2:18][NH:19][C:20]1([CH3:31])[C:29]2[C:24](=[CH:25][CH:26]=[C:27]([I:30])[CH:28]=2)[O:23][CH2:22][CH2:21]1.CCN(CC)CC.C(C1NC=CN=1)(=O)C, predict the reaction product. The product is: [F:11][C:12]1[CH:13]=[C:14]([CH:41]=[C:42]([F:44])[CH:43]=1)[CH2:15][C@H:16]([NH:33][C:34](=[O:40])[CH3:1])[C@H:17]([OH:32])[CH2:18][NH:19][C:20]1([CH3:31])[C:29]2[C:24](=[CH:25][CH:26]=[C:27]([I:30])[CH:28]=2)[O:23][CH2:22][CH2:21]1. (2) Given the reactants [Br:1][C:2]1[CH:3]=[C:4]([CH:7]=[C:8]([O:12][CH3:13])[C:9]=1[O:10][CH3:11])[CH:5]=O.[C:14]([NH:17][NH2:18])([NH2:16])=[NH:15].[ClH:19], predict the reaction product. The product is: [ClH:19].[Br:1][C:2]1[CH:3]=[C:4]([CH:7]=[C:8]([O:12][CH3:13])[C:9]=1[O:10][CH3:11])[CH:5]=[N:18][NH:17][C:14]([NH2:16])=[NH:15]. (3) Given the reactants [Cl:1][C:2]1[CH:7]=[CH:6][C:5]([CH:8](O)[CH2:9][CH2:10][N:11]([CH3:13])[CH3:12])=[CH:4][CH:3]=1.OS(O)(=O)=O.O.[OH-].[Na+].CC#[N:25], predict the reaction product. The product is: [Cl:1][C:2]1[CH:7]=[CH:6][C:5]([CH:8]([NH2:25])[CH2:9][CH2:10][N:11]([CH3:13])[CH3:12])=[CH:4][CH:3]=1. (4) Given the reactants [Br:1][C:2]1[CH:7]=[C:6](I)[C:5]([Br:9])=[CH:4][C:3]=1I.[C:11]1(B(O)O)[C:20]2[C:15](=[CH:16][CH:17]=[CH:18][CH:19]=2)[CH:14]=[CH:13][CH:12]=1.[C:37]1(P([C:37]2[CH:42]=[CH:41][CH:40]=[CH:39][CH:38]=2)[C:37]2[CH:42]=[CH:41][CH:40]=[CH:39][CH:38]=2)[CH:42]=[CH:41][CH:40]=[CH:39][CH:38]=1.[OH-].[K+].[N+]([C:48]1[CH:53]=CC=[CH:50][CH:49]=1)([O-])=O, predict the reaction product. The product is: [Br:1][C:2]1[CH:7]=[C:6]([C:11]2[C:20]3[C:15](=[CH:16][CH:17]=[CH:18][CH:19]=3)[CH:14]=[CH:13][CH:12]=2)[C:5]([Br:9])=[CH:4][C:3]=1[C:39]1[C:38]2[C:37](=[CH:53][CH:48]=[CH:49][CH:50]=2)[CH:42]=[CH:41][CH:40]=1. (5) Given the reactants [NH2:1][C:2]1[CH:7]=[CH:6][C:5]([O:8][C:9]([F:12])([F:11])[F:10])=[CH:4][C:3]=1[C:13]([C:15]1[CH:20]=[CH:19][C:18]([O:21][CH3:22])=[CH:17][CH:16]=1)=O.[F:23][C:24]([F:32])([F:31])[C:25](=[O:30])[CH2:26][C:27](=O)[CH3:28].C(O)(C)C, predict the reaction product. The product is: [F:23][C:24]([F:32])([F:31])[C:25]([C:26]1[C:27]([CH3:28])=[N:1][C:2]2[C:3]([C:13]=1[C:15]1[CH:20]=[CH:19][C:18]([O:21][CH3:22])=[CH:17][CH:16]=1)=[CH:4][C:5]([O:8][C:9]([F:12])([F:11])[F:10])=[CH:6][CH:7]=2)=[O:30].